From a dataset of Catalyst prediction with 721,799 reactions and 888 catalyst types from USPTO. Predict which catalyst facilitates the given reaction. (1) Reactant: C[Si](C)(C)N[Si](C)(C)C.[Li].[CH3:11][P:12](=[O:17])([O:15][CH3:16])[O:13][CH3:14].[CH3:18][O:19][C:20]1[N:29]=[CH:28][CH:27]=[CH:26][C:21]=1[C:22](OC)=[O:23]. Product: [CH3:18][O:19][C:20]1[C:21]([C:22](=[O:23])[CH2:11][P:12](=[O:17])([O:15][CH3:16])[O:13][CH3:14])=[CH:26][CH:27]=[CH:28][N:29]=1. The catalyst class is: 627. (2) Reactant: [CH3:1][C:2]1[N:6]([CH2:7][C:8]([O:10]CC)=[O:9])[C:5]2[CH:13]=[CH:14][S:15][C:4]=2[C:3]=1[CH2:16][C:17]1[CH:22]=[CH:21][CH:20]=[CH:19][C:18]=1[S:23]([N:26]1[CH2:30][CH2:29][CH2:28][CH2:27]1)(=[O:25])=[O:24].[OH-].[Li+]. Product: [CH3:1][C:2]1[N:6]([CH2:7][C:8]([OH:10])=[O:9])[C:5]2[CH:13]=[CH:14][S:15][C:4]=2[C:3]=1[CH2:16][C:17]1[CH:22]=[CH:21][CH:20]=[CH:19][C:18]=1[S:23]([N:26]1[CH2:30][CH2:29][CH2:28][CH2:27]1)(=[O:24])=[O:25]. The catalyst class is: 87. (3) Reactant: [CH3:1][N:2]([CH3:9])[C:3]([NH:5][C:6](=[NH:8])[NH2:7])=[NH:4].[C:10]([OH:19])(=[O:18])[C:11]1[C:12](=[CH:14][CH:15]=[CH:16][CH:17]=1)[OH:13]. Product: [C:10]([O-:19])(=[O:18])[C:11]1[C:12](=[CH:14][CH:15]=[CH:16][CH:17]=1)[OH:13].[NH2:8][C:6]([NH:5][C:3]([N:2]([CH3:9])[CH3:1])=[NH2+:4])=[NH:7]. The catalyst class is: 10. (4) Reactant: [S:1]1[CH2:5][CH2:4][C:3](=O)[CH2:2]1.[Si](OS(C(F)(F)F)(=O)=O)(C)(C)C.[Br:19][C:20]1[CH:21]=[C:22]2[C:26](=[C:27]([C:29]([O:31][CH2:32]C)=[O:30])[CH:28]=1)[NH:25][CH:24]=[CH:23]2.C([SiH](CC)CC)C.C([O-])(O)=O.[Na+]. Product: [Br:19][C:20]1[CH:21]=[C:22]2[C:26](=[C:27]([C:29]([O:31][CH3:32])=[O:30])[CH:28]=1)[NH:25][CH:24]=[C:23]2[CH:3]1[CH2:4][CH2:5][S:1][CH2:2]1. The catalyst class is: 2. (5) Reactant: [OH:1][CH2:2][CH2:3][CH2:4][O:5][C:6]1[CH:39]=[CH:38][C:9]([CH2:10][CH2:11][C:12]2[CH:17]=[CH:16][CH:15]=[CH:14][C:13]=2[C:18]2[N:23]=[C:22]([N:24]3[C:28]([C:29]([F:32])([F:31])[F:30])=[C:27]([C:33]([O:35][CH2:36][CH3:37])=[O:34])[CH:26]=[N:25]3)[CH:21]=[CH:20][CH:19]=2)=[C:8]([CH3:40])[CH:7]=1.[CH3:41][S:42](Cl)(=[O:44])=[O:43].C(N(CC)CC)C. Product: [CH3:40][C:8]1[CH:7]=[C:6]([O:5][CH2:4][CH2:3][CH2:2][O:1][S:42]([CH3:41])(=[O:44])=[O:43])[CH:39]=[CH:38][C:9]=1[CH2:10][CH2:11][C:12]1[CH:17]=[CH:16][CH:15]=[CH:14][C:13]=1[C:18]1[N:23]=[C:22]([N:24]2[C:28]([C:29]([F:30])([F:32])[F:31])=[C:27]([C:33]([O:35][CH2:36][CH3:37])=[O:34])[CH:26]=[N:25]2)[CH:21]=[CH:20][CH:19]=1. The catalyst class is: 4. (6) Reactant: [C:1]([O:5][C:6]([N:8]1[C@@H:12]([CH2:13][C:14]2[CH:19]=[CH:18][N:17]=[C:16]([CH3:20])[CH:15]=2)[C@@H:11]([CH2:21][O:22][Si](C(C)(C)C)(C)C)[O:10][C:9]1([CH3:31])[CH3:30])=[O:7])([CH3:4])([CH3:3])[CH3:2].[OH:22][CH2:21][C@H:11]1[O:10][C:9]([CH3:31])([CH3:30])[N:8]([C:6]([O:5][C:1]([CH3:3])([CH3:4])[CH3:2])=[O:7])[C@H:12]1[CH2:13][C:14]1[CH:19]=[CH:18][N:17]=[C:16]([CH3:20])[CH:15]=1.CCCC[N+](CCCC)(CCCC)CCCC.[F-]. Product: [OH:22][CH2:21][C@H:11]1[O:10][C:9]([CH3:30])([CH3:31])[N:8]([C:6]([O:5][C:1]([CH3:3])([CH3:4])[CH3:2])=[O:7])[C@H:12]1[CH2:13][C:14]1[CH:19]=[CH:18][N:17]=[C:16]([CH3:20])[CH:15]=1. The catalyst class is: 1. (7) Reactant: [OH:1][CH2:2][C@H:3]([CH3:31])[O:4][C:5]1[CH:6]=[C:7]([CH:20]=[C:21]([C:23]([NH:25][C:26]2[CH:30]=[CH:29][NH:28][N:27]=2)=[O:24])[CH:22]=1)[O:8][C:9]1[CH:19]=[CH:18][C:12]([C:13]([O:15]CC)=[O:14])=[CH:11][CH:10]=1.[OH-].[Na+]. Product: [OH:1][CH2:2][C@H:3]([CH3:31])[O:4][C:5]1[CH:6]=[C:7]([CH:20]=[C:21]([C:23]([NH:25][C:26]2[CH:30]=[CH:29][NH:28][N:27]=2)=[O:24])[CH:22]=1)[O:8][C:9]1[CH:10]=[CH:11][C:12]([C:13]([OH:15])=[O:14])=[CH:18][CH:19]=1. The catalyst class is: 20. (8) Reactant: [C:1]1(=[O:7])[CH2:6][CH2:5][CH2:4][CH2:3][CH2:2]1.[OH-].[K+].[CH:10](=[O:14])[CH2:11][CH2:12][CH3:13]. Product: [CH2:1]([CH:2]1[CH:2]2[C:1](=[O:7])[CH:6]([CH2:5][CH2:4][CH2:3]2)[C:10]2([OH:14])[CH:3]1[CH2:4][CH2:13][CH2:12][CH2:11]2)[CH2:6][CH3:5]. The catalyst class is: 8. (9) The catalyst class is: 6. Reactant: [Cl:1][C:2]1[S:6][C:5]([C:7]2[N:12]=[C:11](OS(C(F)(F)F)(=O)=O)[C:10]([CH2:21][CH3:22])=[C:9]([CH3:23])[N:8]=2)=[CH:4][CH:3]=1.[CH3:24][C:25]1([CH3:39])[C:29]([CH3:31])([CH3:30])[O:28][B:27]([C:32]2[CH:38]=[CH:37][C:35]([NH2:36])=[CH:34][CH:33]=2)[O:26]1.CS(C)=O. Product: [Cl:1][C:2]1[S:6][C:5]([C:7]2[N:12]=[C:11]([NH:36][C:35]3[CH:34]=[CH:33][C:32]([B:27]4[O:28][C:29]([CH3:31])([CH3:30])[C:25]([CH3:39])([CH3:24])[O:26]4)=[CH:38][CH:37]=3)[C:10]([CH2:21][CH3:22])=[C:9]([CH3:23])[N:8]=2)=[CH:4][CH:3]=1.